Dataset: Reaction yield outcomes from USPTO patents with 853,638 reactions. Task: Predict the reaction yield, written as a fraction of the theoretical maximum amount of product (1.0 means a 100% yield; for example, 0.34 means a 34% yield). (1) The reactants are [C-]#N.[K+].C(CCC1C=C2C(=CC=1)N[C:12](=[O:17])C2)#N.Cl[CH2:19][CH2:20][C:21]1[CH:22]=[C:23]2[C:27](=[CH:28][CH:29]=1)[NH:26][C:25](=[O:30])[CH2:24]2.CS(C)=[O:33]. No catalyst specified. The product is [C:12]([CH2:19][CH2:20][C:21]1[CH:22]=[C:23]2[C:27](=[CH:28][CH:29]=1)[NH:26][C:25](=[O:30])[CH2:24]2)([OH:17])=[O:33]. The yield is 0.420. (2) The reactants are [O:1]1[C:5]2[CH:6]=[CH:7][C:8]([C:10]3([C:13]([OH:15])=O)[CH2:12][CH2:11]3)=[CH:9][C:4]=2[O:3][CH2:2]1.CN(C(ON1N=NC2C=CC=CC1=2)=[N+](C)C)C.F[P-](F)(F)(F)(F)F.CCN(CC)CC.[NH2:47][C:48]1[CH:49]=[C:50]2[C:54](=[CH:55][CH:56]=1)[NH:53][C:52]([CH:57]([CH3:60])[CH2:58][OH:59])=[CH:51]2. The catalyst is C(#N)C. The product is [O:1]1[C:5]2[CH:6]=[CH:7][C:8]([C:10]3([C:13]([NH:47][C:48]4[CH:49]=[C:50]5[C:54](=[CH:55][CH:56]=4)[NH:53][C:52]([CH:57]([CH3:60])[CH2:58][OH:59])=[CH:51]5)=[O:15])[CH2:11][CH2:12]3)=[CH:9][C:4]=2[O:3][CH2:2]1. The yield is 0.510.